Task: Predict the reactants needed to synthesize the given product.. Dataset: Retrosynthesis with 50K atom-mapped reactions and 10 reaction types from USPTO (1) Given the product OCc1c(-c2ccc(F)cc2)c(-c2ccncc2)n2c1CCC2, predict the reactants needed to synthesize it. The reactants are: CCOC(=O)c1c(-c2ccc(F)cc2)c(-c2ccncc2)n2c1CCC2. (2) Given the product Cc1nc(C(F)(F)F)c2n1C(C(=O)Nc1cnn(-c3ccc(Cl)cc3)c1C(C)C)CCC2, predict the reactants needed to synthesize it. The reactants are: Cc1nc(C(F)(F)F)c2n1C(C(=O)Nc1cnn(-c3ccc(Cl)cc3)c1C(C)C)CC=C2. (3) Given the product CC(C)(C)OC(=O)NCC(=O)NCC(=O)Oc1cc(Cl)c(Cl)cc1Cl, predict the reactants needed to synthesize it. The reactants are: CC(C)(C)OC(=O)NCC(=O)NCC(=O)O.Oc1cc(Cl)c(Cl)cc1Cl. (4) Given the product O=C1N=C(N2CCCCN2)S/C1=C/c1cc(F)ccc1OC(=O)N1CCCCC1, predict the reactants needed to synthesize it. The reactants are: O=C(Cl)N1CCCCC1.O=C1N=C(N2CCCCN2)S/C1=C\c1cc(F)ccc1O. (5) The reactants are: O=C(CN1CCc2c([nH]c3ccc(Br)cc23)C1)N1CCN(C2CCC2)CC1.OB(O)c1cncnc1. Given the product O=C(CN1CCc2c([nH]c3ccc(-c4cncnc4)cc23)C1)N1CCN(C2CCC2)CC1, predict the reactants needed to synthesize it. (6) Given the product Cc1c(Sc2nc3ccccc3s2)c2ccccn2c1CC(=O)O, predict the reactants needed to synthesize it. The reactants are: CCOC(=O)Cc1c(C)c(Sc2nc3ccccc3s2)c2ccccn12. (7) The reactants are: C=CCOP(=O)(OCC=C)OCc1c(OC)cccc1C(=O)Cl.C[C@@H](S[C@H]1CO[C@H](/C=C/C=C/c2ccc(C#N)cc2F)OC1)[C@](O)(Cn1cncn1)c1ccc(F)cc1F. Given the product C=CCOP(=O)(OCC=C)OCc1c(OC)cccc1C(=O)O[C@@](Cn1cncn1)(c1ccc(F)cc1F)[C@@H](C)S[C@H]1CO[C@H](/C=C/C=C/c2ccc(C#N)cc2F)OC1, predict the reactants needed to synthesize it. (8) The reactants are: C1C[C@@H]2CNCCN2C1.O=C(O)C(Br)c1ccccc1Cl. Given the product O=C(O)C(c1ccccc1Cl)N1CCN2CCC[C@@H]2C1, predict the reactants needed to synthesize it. (9) Given the product CCC(CC)c1cc(C)nn2c(-c3cc4ccc(Cl)cc4n3C)c(C)nc12, predict the reactants needed to synthesize it. The reactants are: CCC(CC)c1cc(C)nn2c(-c3cc4ccc(Cl)cc4[nH]3)c(C)nc12.CI.